From a dataset of Experimentally validated miRNA-target interactions with 360,000+ pairs, plus equal number of negative samples. Binary Classification. Given a miRNA mature sequence and a target amino acid sequence, predict their likelihood of interaction. (1) The miRNA is hsa-miR-4452 with sequence UUGAAUUCUUGGCCUUAAGUGAU. The protein sequence of the target gene is MNSSLTAQRRGSDAELGPWVMAARSKDAAPSQRDGLLPVKVEEDSPGSWEPNYPAASPDPETSRLHFRQLRYQEVAGPEEALSRLRELCRRWLRPELLSKEQILELLVLEQFLTILPEELQAWVREHCPESGEEAVAVVRALQRALDGTSSQGMVTFEDTAVSLTWEEWERLDPARRDFCRESAQKDSGSTVPPSLESRVENKELIPMQQILEEAEPQGQLQEAFQGKRPLFSKCGSTHEDRVEKQSGDPLPLKLENSPEAEGLNSISDVNKNGSIEGEDSKNNELQNSARCSNLVLCQH.... Result: 1 (interaction). (2) The miRNA is hsa-miR-6872-5p with sequence UCUCGCAUCAGGAGGCAAGG. The protein sequence of the target gene is MIPPQEASARRREIEDKLKQEEETLSFIRDSLEKSDQLTRNMVSILSSFESRLMKLENSIIPVHKQTENLQRLQENVEKTLSCLDHVISYYHVASDTEKIIREGPTGRLEEYLGSMAKIQKAVEYFQDNSPDSPELNKVKLLFERGKESLESEFRSLMTRHSKVVSPVLLLDLISADDELEVQEDVVLEHLPESVLRDVVRISRWLVEYGRNQDFMNVYYQIRSSQLDRSIKGLKEHFRKSSSSSGVPYSPAIPNKRKDTPTKKPIKRPGTIRKAQNLLKQYSQHGLDGKKGGSNLIPLE.... Result: 0 (no interaction). (3) The miRNA is hsa-miR-5581-5p with sequence AGCCUUCCAGGAGAAAUGGAGA. The protein sequence of the target gene is MREYKVVVLGSGGVGKSALTVQFVTGSFIEKYDPTIEDFYRKEIEVDSSPSVLEILDTAGTEQFASMRDLYIKNGQGFILVYSLVNQQSFQDIKPMRDQIIRVKRYERVPMILVGNKVDLEGEREVSYGEGKALAEEWSCPFMETSAKNKASVDELFAEIVRQMNYAAQPNGDEGCCSACVIL. Result: 0 (no interaction). (4) The miRNA is hsa-miR-186-5p with sequence CAAAGAAUUCUCCUUUUGGGCU. The protein sequence of the target gene is MSGGASATGPRRGPPGLEDTTSKKKQKDRANQESKDGDPRKETGSRYVAQAGLEPLASGDPSASASHAAGITGSRHRTRLFFPSSSGSASTPQEEQTKEGACEDPHDLLATPTPELLLDWRQSAEEVIVKLRVGVGPLQLEDVDAAFTDTDCVVRFAGGQQWGGVFYAEIKSSCAKVQTRKGSLLHLTLPKKVPMLTWPSLLVEADEQLCIPPLNSQTCLLGSEENLAPLAGEKAVPPGNDPVSPAMVRSRNPGKDDCAKEEMAVAADAATLVDEPESMVNLAFVKNDSYEKGPDSVVVH.... Result: 1 (interaction). (5) The miRNA is hsa-miR-302a-3p with sequence UAAGUGCUUCCAUGUUUUGGUGA. The protein sequence of the target gene is MAAPDLSTNLQEEATCAICLDYFTDPVMTDCGHNFCRECIRRCWGQPEGPYACPECRELSPQRNLRPNRPLAKMAEMARRLHPPSPVPQGVCPAHREPLAAFCGDELRLLCAACERSGEHWAHRVRPLQDAAEDLKAKLEKSLEHLRKQMQDALLFQAQADETCVLWQKMVESQRQNVLGEFERLRRLLAEEEQQLLQRLEEEELEVLPRLREGAAHLGQQSAHLAELIAELEGRCQLPALGLLQDIKDALRRVQDVKLQPPEVVPMELRTVCRVPGLVETLRRFRGDVTLDPDTANPEL.... Result: 0 (no interaction). (6) The miRNA is mmu-miR-186-5p with sequence CAAAGAAUUCUCCUUUUGGGCU. The protein sequence of the target gene is MAAAPRGIWEQRRLGCGLGPLARLLILAQALRLLPAARAGLCPAPCACRLPLLDCSRRKLPAPSWRALSGPLPSDISSLDLSHNRLSNWNNTLESQTLQEVKMNYNELTEIPYFGEPTPNITLLSLVHNLIPEINAEAFELYSALESLDLSSNIISEIKTSSFPRMSLKYLNLSNNRISTLEAGCFDNLSDSLLVVKLNRNRISMIPPKVFKLPHLQFLELKRNRIKIVEGLTFQGLDSLRSLKMQRNGISKLKDGAFFGLNNMEELELEHNNLTGVNKGWLYGLRMLQQLYMSQNAIEK.... Result: 1 (interaction).